This data is from NCI-60 drug combinations with 297,098 pairs across 59 cell lines. The task is: Regression. Given two drug SMILES strings and cell line genomic features, predict the synergy score measuring deviation from expected non-interaction effect. (1) Drug 1: CC12CCC3C(C1CCC2O)C(CC4=C3C=CC(=C4)O)CCCCCCCCCS(=O)CCCC(C(F)(F)F)(F)F. Drug 2: COC1=NC(=NC2=C1N=CN2C3C(C(C(O3)CO)O)O)N. Cell line: HS 578T. Synergy scores: CSS=-3.81, Synergy_ZIP=3.41, Synergy_Bliss=2.99, Synergy_Loewe=-5.16, Synergy_HSA=-4.85. (2) Drug 1: CN(CCCl)CCCl.Cl. Drug 2: CCC1(C2=C(COC1=O)C(=O)N3CC4=CC5=C(C=CC(=C5CN(C)C)O)N=C4C3=C2)O.Cl. Cell line: MDA-MB-231. Synergy scores: CSS=17.0, Synergy_ZIP=-5.96, Synergy_Bliss=0.170, Synergy_Loewe=-6.03, Synergy_HSA=1.94.